The task is: Binary Classification. Given a miRNA mature sequence and a target amino acid sequence, predict their likelihood of interaction.. This data is from Experimentally validated miRNA-target interactions with 360,000+ pairs, plus equal number of negative samples. (1) The miRNA is hsa-miR-4772-3p with sequence CCUGCAACUUUGCCUGAUCAGA. The protein sequence of the target gene is MMCLECASAAAGGAEEEEADAERRRRRRGAQRGAGGSGCCGARGAGGAGVSAAGDEVQTLSGSVRRAPTGPPGTPGTPGCAATAKGPGAQQPKPASLGRGRGAAAAILSLGNVLNYLDRYTVAGVLLDIQQHFGVKDRGAGLLQSVFICSFMVAAPIFGYLGDRFNRKVILSCGIFFWSAVTFSSSFIPQQYFWLLVLSRGLVGIGEASYSTIAPTIIGDLFTKNTRTLMLSVFYFAIPLGSGLGYITGSSVKQAAGDWHWALRVSPVLGMITGTLILILVPATKRGHADQLGDQLKART.... Result: 0 (no interaction). (2) The miRNA is mmu-miR-3063-3p with sequence UGAGGAAUCCUGAUCUCUCGCC. The protein sequence of the target gene is MTNSSFFCPVYKDLEPFTYFFYLVFLVGIIGSCFATWAFIQKNTNHRCVSIYLINLLTADFLLTLALPVKIVVDLGVAPWKLKIFHCQVTACLIYINMYLSIIFLAFVSIDRCLQLTHSCKIYRIQEPGFAKMISTVVWLMVLLIMVPNMMIPIKDIKEKSNVGCMEFKKEFGRNWHLLTNFICVAIFLNFSAIILISNCLVIRQLYRNKDNENYPNVKKALINILLVTTGYIICFVPYHIVRIPYTLSQTEVITDCSTRISLFKAKEATLLLAVSNLCFDPILYYHLSKAFRSKVTETF.... Result: 0 (no interaction). (3) The miRNA is hsa-miR-3173-3p with sequence AAAGGAGGAAAUAGGCAGGCCA. The protein sequence of the target gene is MKARRNKKQVPSFRKLIKTSKVKLENKLKNKQFKQQSTIKKYRKEQRKLRQAVKDAVSKKPIPLEDPKSKRPVKRMEREEDEEEEALPLDMMDEDDLQLMKDLGQKASFLTRDLSSSEPVHIKKRKHESVIEKYEKVPRTLQTAPEKELIHLLPIKDKSGIIPQAREKPVTDVQQEEEAEEELEDEEEVIEDPRKELTIEEHVIERKKKLQDKKIQIAALASAILSDPESHIKKLKELRSMLMEQDPDVAVTVRKLVIISLMELFKDITPSYKIRPLTEAEKSTKIRKETQKLREFEEGL.... Result: 0 (no interaction). (4) The miRNA is hsa-miR-4499 with sequence AAGACUGAGAGGAGGGA. The protein sequence of the target gene is MGHQESPLTRAAAGGAAYIKRLRKVLSWRELGDGHGNLEAEASPGSVAVITRAAPRRATRSARLPASRPTRLCRQARLGTDHPPARAPRGNRFARKRNSAGQITIQGPAPPHLGARRRDEARGARAAPLLLPPPPAAMETGKENGARRGTKSPERKRRSPVQRVLCEKLRPAAQAMDPAGAEVPGEAFLARRRPDGGGGDVPARPRYSLLAEIGRGSYGVVYEAVAGRSGARVAVKKIRCDAPENVELALAEFWALTSLKRRHQNIVQFEECVLQRNGLAQRMSHGNKNSQLYLRLVETS.... Result: 0 (no interaction). (5) The miRNA is hsa-miR-1909-5p with sequence UGAGUGCCGGUGCCUGCCCUG. The protein sequence of the target gene is MPPPLPLLLLTVLVVAAARPGCEFERNPAGECHRPPAADSATCVDLQLRTCSDAAYNHTTFPNLLQHRSWEVVEASSEYILLSVLHQLLEGQCNPDLRLLGCAVLAPRCEGGWVRRPCRHICEGLREVCQPAFDAIDMAWPYFLDCHRYFTREDEGCYDPLEKLRGGLEADEALPSGLPPTFIRFSHHSYAQMVRVLRRTASRCAHVARTYSIGRSFDGRELLVIEFSSRPGQHELMEPEVKLIGNIHGNEVAGREMLIYLAQYLCSEYLLGNPRIQRLLNTTRIHLLPSMNPDGYEVAA.... Result: 1 (interaction). (6) The protein sequence of the target gene is MDERLLGPPPPGGGRGGLGLVSGEPGGPGEPPGGGDPGGGSGGVPGGRGKQDIGDILQQIMTITDQSLDEAQAKKHALNCHRMKPALFSVLCEIKEKTGLSIRSSQEEEPVDPQLMRLDNMLLAEGVAGPEKGGGSAAAAAAAAASGGGVSPDNSIEHSDYRSKLAQIRHIYHSELEKYEQACNEFTTHVMNLLREQSRTRPVAPKEMERMVSIIHRKFSAIQMQLKQSTCEAVMILRSRFLDARRKRRNFSKQATEVLNEYFYSHLSNPYPSEEAKEELAKKCGITVSQVSNWFGNKRI.... The miRNA is mmu-miR-10a-5p with sequence UACCCUGUAGAUCCGAAUUUGUG. Result: 0 (no interaction). (7) The miRNA is hsa-miR-6734-3p with sequence CCCUUCCCUCACUCUUCUCUCAG. The protein sequence of the target gene is MSVLRRMMRVSNRSLLAFIFFFSLSSSCLYFIYVAPGIANTYLFMVQARGIMLRENVKTIGHMIRLYTNKNSTLNGTDYPEGNNSSDYLVQTTTYLPENFTYSPYLPCPEKLPYMRGFLNVNVSEVSFDEIHQLFSKDLDIEPGGHWRPKDCKPRWKVAVLIPFRNRHEHLPIFFLHLIPMLQKQRLEFAFYVIEQTGTQPFNRAMLFNVGFKEAMKDSVWDCVIFHDVDHLPENDRNYYGCGEMPRHFAAKLDKYMYILPYKEFFGGVSGLTVEQFRKINGFPNAFWGWGGEDDDLWNR.... Result: 1 (interaction). (8) The miRNA is hsa-miR-5089-5p with sequence GUGGGAUUUCUGAGUAGCAUC. The protein sequence of the target gene is MAGIELERCQQQANEVTEIMRNNFGKVLERGVKLAELQQRSDQLLDMSSTFNKTTQNLAQKKCWENIRYRICVGLVVVGVLLIILIVLLVVFLPQSSDSSSAPRTQDAGIASGPGN. Result: 0 (no interaction).